This data is from Reaction yield outcomes from USPTO patents with 853,638 reactions. The task is: Predict the reaction yield, written as a fraction of the theoretical maximum amount of product (1.0 means a 100% yield; for example, 0.34 means a 34% yield). (1) The reactants are [NH2:1][C:2]1[CH:3]=[CH:4][C:5]([N:10]2[CH2:15][CH2:14][N:13]([CH3:16])[CH2:12][CH2:11]2)=[C:6]([CH2:8][OH:9])[CH:7]=1.Cl[C:18]1[C:27]2[C:22](=[CH:23][C:24]([Cl:28])=[CH:25][CH:26]=2)[N:21]=[CH:20][CH:19]=1. The catalyst is C(O)CCCC. The product is [Cl:28][C:24]1[CH:23]=[C:22]2[C:27]([C:18]([NH:1][C:2]3[CH:3]=[CH:4][C:5]([N:10]4[CH2:15][CH2:14][N:13]([CH3:16])[CH2:12][CH2:11]4)=[C:6]([CH2:8][OH:9])[CH:7]=3)=[CH:19][CH:20]=[N:21]2)=[CH:26][CH:25]=1. The yield is 0.830. (2) The reactants are O[CH2:2][C:3]1[N:7]([CH2:8][C:9]([O:11][CH2:12][CH3:13])=[O:10])[N:6]=[C:5]([N+:14]([O-:16])=[O:15])[CH:4]=1.O=S(Cl)[Cl:19]. The yield is 0.680. The catalyst is C(Cl)(Cl)Cl. The product is [Cl:19][CH2:2][C:3]1[N:7]([CH2:8][C:9]([O:11][CH2:12][CH3:13])=[O:10])[N:6]=[C:5]([N+:14]([O-:16])=[O:15])[CH:4]=1. (3) The reactants are C([O:8][C:9]1[CH:40]=[CH:39][C:12]([C:13]([NH:15][C:16]([CH3:38])([CH3:37])[C:17](=[O:36])[N:18]2[CH2:23][CH2:22][N:21]([C:24](=[O:35])[C:25]3[CH:30]=[CH:29][CH:28]=[CH:27][C:26]=3[C:31]([F:34])([F:33])[F:32])[CH2:20][CH2:19]2)=[O:14])=[CH:11][CH:10]=1)C1C=CC=CC=1.CO. The catalyst is [Pd].C(OCC)(=O)C. The product is [CH3:38][C:16]([NH:15][C:13](=[O:14])[C:12]1[CH:11]=[CH:10][C:9]([OH:8])=[CH:40][CH:39]=1)([CH3:37])[C:17](=[O:36])[N:18]1[CH2:19][CH2:20][N:21]([C:24](=[O:35])[C:25]2[CH:30]=[CH:29][CH:28]=[CH:27][C:26]=2[C:31]([F:32])([F:34])[F:33])[CH2:22][CH2:23]1. The yield is 0.862. (4) The reactants are [CH3:1][N:2]([CH3:26])[C:3](=[O:25])[CH2:4][C@@H:5]([NH:14]C(=O)OCC1C=CC=CC=1)[CH2:6][S:7][C:8]1[CH:13]=[CH:12][CH:11]=[CH:10][CH:9]=1. The catalyst is Br.C(O)(=O)C. The product is [NH2:14][C@@H:5]([CH2:6][S:7][C:8]1[CH:9]=[CH:10][CH:11]=[CH:12][CH:13]=1)[CH2:4][C:3]([N:2]([CH3:1])[CH3:26])=[O:25]. The yield is 0.590.